The task is: Predict which catalyst facilitates the given reaction.. This data is from Catalyst prediction with 721,799 reactions and 888 catalyst types from USPTO. (1) Reactant: Cl[C:2]1C=CC=C(C(OO)=O)[CH:3]=1.C(S[C:15]1[CH:20]=[C:19]([C:21]([F:24])([F:23])[F:22])[CH:18]=[CH:17][C:16]=1[C:25]1[O:26][C:27]2[CH:33]=[CH:32][C:31]([C:34]([F:37])([F:36])[F:35])=[CH:30][C:28]=2[N:29]=1)C.[S:38]([O-:41])([O-])=[O:39].[Na+].[Na+]. Product: [CH2:2]([S:38]([C:15]1[CH:20]=[C:19]([C:21]([F:24])([F:22])[F:23])[CH:18]=[CH:17][C:16]=1[C:25]1[O:26][C:27]2[CH:33]=[CH:32][C:31]([C:34]([F:37])([F:36])[F:35])=[CH:30][C:28]=2[N:29]=1)(=[O:41])=[O:39])[CH3:3]. The catalyst class is: 22. (2) Reactant: [I:1][C:2]1[CH:8]=[CH:7][C:5]([NH2:6])=[CH:4][CH:3]=1.[C:9](O[C:9]([O:11][C:12]([CH3:15])([CH3:14])[CH3:13])=[O:10])([O:11][C:12]([CH3:15])([CH3:14])[CH3:13])=[O:10]. Product: [I:1][C:2]1[CH:8]=[CH:7][C:5]([NH:6][C:9](=[O:10])[O:11][C:12]([CH3:15])([CH3:14])[CH3:13])=[CH:4][CH:3]=1. The catalyst class is: 7.